Dataset: Full USPTO retrosynthesis dataset with 1.9M reactions from patents (1976-2016). Task: Predict the reactants needed to synthesize the given product. (1) Given the product [N:41]1[N:42]([CH2:23][CH2:22][O:21][C:19]2[C:18]3[NH:25][C:26]4[C:31](=[CH:30][C:29]([Cl:32])=[CH:28][CH:27]=4)[C:17]=3[CH:16]=[C:15]3[C:14]4[CH:13]=[C:12]([Cl:40])[CH:11]=[CH:10][C:9]=4[NH:8][C:20]=23)[N:43]=[CH:44][CH:45]=1, predict the reactants needed to synthesize it. The reactants are: C([N:8]1[C:20]2[C:19]([O:21][CH2:22][CH2:23]Br)=[C:18]3[N:25](C(OC(C)(C)C)=O)[C:26]4[CH:27]=[CH:28][C:29]([Cl:32])=[CH:30][C:31]=4[C:17]3=[CH:16][C:15]=2[C:14]2[C:9]1=[CH:10][CH:11]=[C:12]([Cl:40])[CH:13]=2)(OC(C)(C)C)=O.[NH:41]1[CH:45]=[CH:44][N:43]=[N:42]1. (2) Given the product [CH3:1][S:2]([O:5][C:6]1[C:14]([CH2:15][O:16][CH3:17])=[CH:13][C:12]([I:20])=[C:11]2[C:7]=1[CH2:8][NH:9][C:10]2=[O:21])(=[O:3])=[O:4], predict the reactants needed to synthesize it. The reactants are: [CH3:1][S:2]([O:5][C:6]1[C:14]([CH:15](OC)[O:16][CH3:17])=[CH:13][C:12]([I:20])=[C:11]2[C:7]=1[CH:8](OC)[N:9](C(C)(C1C=CC=CC=1)C)[C:10]2=[O:21])(=[O:4])=[O:3].FC(F)(F)C(O)=O.C([SiH](CC)CC)C.O. (3) The reactants are: N1C=CC=CC=1SSCCC(N[CH2:14][CH2:15][CH2:16][CH2:17][CH2:18][C:19](ON1C(=O)CCC1=O)=O)=O.N1C=CC=CC=1SSCCC(NCCCCCC(ON1C(=O)CC(S(O)(=O)=O)C1=O)=O)=O.C1(=O)N([C:66]2[CH:74]=[C:73](NNC(OC(C)(C)C)=O)[CH:72]=[CH:71][C:67]=2[C:68]([O-:70])=O)C(=O)CC1.Cl.N=C1CCCS1.C(SC1CC(=O)OC1=O)(=O)C.C1(=O)N(C(CCCCN[C:118](=[O:121])[CH2:119][I:120])C([O-])=O)C(=O)CC1.COC(CCCCC(ON1C(=O)CCC1=O)=O)=O. Given the product [CH:14]1[CH:15]=[CH:16][C:17]([C:68]([C:67]2[CH:66]=[CH:74][C:73]([C:118]([CH2:119][I:120])=[O:121])=[CH:72][CH:71]=2)=[O:70])=[CH:18][CH:19]=1, predict the reactants needed to synthesize it. (4) The reactants are: [CH2:1]([NH2:8])[C:2]1[CH:7]=[CH:6][CH:5]=[CH:4][CH:3]=1.F[P-](F)(F)(F)(F)F.N1(O[P+](N2CCCC2)(N2CCCC2)N2CCCC2)C2C=CC=CC=2N=N1.[NH:42]1[C:46]2=[N:47][CH:48]=[C:49]([C:51](O)=[O:52])[CH:50]=[C:45]2[CH:44]=[N:43]1.CCN(C(C)C)C(C)C.C(=O)(O)[O-].[Na+]. Given the product [CH2:1]([NH:8][C:51]([C:49]1[CH:50]=[C:45]2[CH:44]=[N:43][NH:42][C:46]2=[N:47][CH:48]=1)=[O:52])[C:2]1[CH:7]=[CH:6][CH:5]=[CH:4][CH:3]=1, predict the reactants needed to synthesize it. (5) Given the product [F:1][C:2]1[CH:7]=[CH:6][CH:5]=[CH:4][C:3]=1[C:8]1[C:13]2[CH:14]=[CH:26][C:27](=[O:28])[N:16]([C:17]3[CH:22]=[CH:21][CH:20]=[CH:19][C:18]=3[F:23])[C:12]=2[N:11]=[C:10]([S:24][CH3:25])[N:9]=1, predict the reactants needed to synthesize it. The reactants are: [F:1][C:2]1[CH:7]=[CH:6][CH:5]=[CH:4][C:3]=1[C:8]1[C:13]([CH:14]=O)=[C:12]([NH:16][C:17]2[CH:22]=[CH:21][CH:20]=[CH:19][C:18]=2[F:23])[N:11]=[C:10]([S:24][CH3:25])[N:9]=1.[CH3:26][C:27](OC(C)=O)=[O:28]. (6) Given the product [CH:1]1([CH2:4][O:5][C:6]2[CH:11]=[CH:10][C:9]([CH:12]([F:14])[F:13])=[CH:8][C:7]=2[C:15]2[C:16]3[NH:23][C:22]([CH3:24])=[C:21]([C:25]([NH:28][C@H:29]4[CH2:33][C@H:32]([NH:34][C:35](=[O:41])[O:36][C:37]([CH3:38])([CH3:40])[CH3:39])[C@@H:31]([F:42])[CH2:30]4)=[O:27])[C:17]=3[N:18]=[CH:19][N:20]=2)[CH2:2][CH2:3]1, predict the reactants needed to synthesize it. The reactants are: [CH:1]1([CH2:4][O:5][C:6]2[CH:11]=[CH:10][C:9]([CH:12]([F:14])[F:13])=[CH:8][C:7]=2[C:15]2[C:16]3[NH:23][C:22]([CH3:24])=[C:21]([C:25]([OH:27])=O)[C:17]=3[N:18]=[CH:19][N:20]=2)[CH2:3][CH2:2]1.[NH2:28][C@@H:29]1[CH2:33][C@@H:32]([NH:34][C:35](=[O:41])[O:36][C:37]([CH3:40])([CH3:39])[CH3:38])[C@H:31]([F:42])[CH2:30]1. (7) Given the product [CH3:21][S:18]([N:15]1[CH2:16][CH2:17][N:12]([CH2:11][C:9]2[S:10][C:5]3[C:4]([N:22]4[CH2:27][CH2:26][O:25][CH2:24][CH2:23]4)=[N:3][C:2]([C:37]4[S:36][C:35]([NH2:34])=[N:39][CH:38]=4)=[N:7][C:6]=3[CH:8]=2)[CH2:13][CH2:14]1)(=[O:20])=[O:19], predict the reactants needed to synthesize it. The reactants are: Cl[C:2]1[N:3]=[C:4]([N:22]2[CH2:27][CH2:26][O:25][CH2:24][CH2:23]2)[C:5]2[S:10][C:9]([CH2:11][N:12]3[CH2:17][CH2:16][N:15]([S:18]([CH3:21])(=[O:20])=[O:19])[CH2:14][CH2:13]3)=[CH:8][C:6]=2[N:7]=1.C(OC(=O)[NH:34][C:35]1[S:36][C:37]([Sn](CCCC)(CCCC)CCCC)=[CH:38][N:39]=1)(C)(C)C. (8) Given the product [CH:37]1([O:7][N:8]2[C:9](=[O:18])[C:10]3[C:11](=[CH:14][CH:15]=[CH:16][CH:17]=3)[C:12]2=[O:13])[CH2:42][CH2:41][CH2:40][CH2:39][CH2:38]1, predict the reactants needed to synthesize it. The reactants are: C(=O)([O-])[O-].[K+].[K+].[OH:7][N:8]1[C:12](=[O:13])[C:11]2=[CH:14][CH:15]=[CH:16][CH:17]=[C:10]2[C:9]1=[O:18].C1OCCOCCOCCOCCOCCOC1.[CH:37]1(Br)[CH2:42][CH2:41][CH2:40][CH2:39][CH2:38]1.